This data is from Catalyst prediction with 721,799 reactions and 888 catalyst types from USPTO. The task is: Predict which catalyst facilitates the given reaction. Reactant: [F:1][C:2]([F:12])([F:11])[C:3]1[CH:8]=[CH:7][C:6]([CH2:9][NH2:10])=[CH:5][CH:4]=1.[O:13]=[C:14]1[C:18]([C:25]2[CH:30]=[CH:29][CH:28]=[CH:27][CH:26]=2)([C:19]2[CH:24]=[CH:23][CH:22]=[CH:21][CH:20]=2)[CH2:17][CH2:16][N:15]1[CH2:31][C:32](O)=[O:33].Cl.C(N=C=NCCCN(C)C)C. Product: [O:13]=[C:14]1[C:18]([C:25]2[CH:26]=[CH:27][CH:28]=[CH:29][CH:30]=2)([C:19]2[CH:24]=[CH:23][CH:22]=[CH:21][CH:20]=2)[CH2:17][CH2:16][N:15]1[CH2:31][C:32]([NH:10][CH2:9][C:6]1[CH:5]=[CH:4][C:3]([C:2]([F:11])([F:12])[F:1])=[CH:8][CH:7]=1)=[O:33]. The catalyst class is: 4.